This data is from Peptide-MHC class I binding affinity with 185,985 pairs from IEDB/IMGT. The task is: Regression. Given a peptide amino acid sequence and an MHC pseudo amino acid sequence, predict their binding affinity value. This is MHC class I binding data. The peptide sequence is SMHYKLDEV. The MHC is HLA-A80:01 with pseudo-sequence HLA-A80:01. The binding affinity (normalized) is 0.0847.